Dataset: Reaction yield outcomes from USPTO patents with 853,638 reactions. Task: Predict the reaction yield, written as a fraction of the theoretical maximum amount of product (1.0 means a 100% yield; for example, 0.34 means a 34% yield). (1) The yield is 0.880. No catalyst specified. The product is [CH3:1][O:2][C:3](=[O:29])[CH:4]([CH2:24][CH:25]=[CH:26][CH2:27][P:32]([O:33][CH3:34])([O:31][CH3:30])=[O:35])[CH2:5][C:6]([CH3:23])=[CH:7][CH2:8][C:9]1[C:10]([OH:22])=[C:11]2[C:15](=[C:16]([CH3:20])[C:17]=1[O:18][CH3:19])[CH2:14][O:13][C:12]2=[O:21]. The reactants are [CH3:1][O:2][C:3](=[O:29])[CH:4]([CH2:24][CH:25]=[CH:26][CH2:27]Br)[CH2:5][C:6]([CH3:23])=[CH:7][CH2:8][C:9]1[C:10]([OH:22])=[C:11]2[C:15](=[C:16]([CH3:20])[C:17]=1[O:18][CH3:19])[CH2:14][O:13][C:12]2=[O:21].[CH3:30][O:31][P:32]([O:35]C)[O:33][CH3:34]. (2) The reactants are [H-].[Na+].CN(C)C=O.[CH3:8][C:9]([SH:12])([CH3:11])[CH3:10].F[C:14]1[CH:19]=[CH:18][C:17]([N+:20]([O-:22])=[O:21])=[CH:16][CH:15]=1. The catalyst is O. The product is [C:9]([S:12][C:14]1[CH:19]=[CH:18][C:17]([N+:20]([O-:22])=[O:21])=[CH:16][CH:15]=1)([CH3:11])([CH3:10])[CH3:8]. The yield is 0.910. (3) The product is [OH:11][C:6]1[C:3]([C:4]#[N:5])=[C:2]([O:13][CH3:12])[N:9]=[C:8]([CH3:10])[CH:7]=1. The yield is 1.00. The reactants are Cl[C:2]1[N:9]=[C:8]([CH3:10])[CH:7]=[C:6]([OH:11])[C:3]=1[C:4]#[N:5].[CH3:12][O-:13].[Na+]. The catalyst is CO. (4) The reactants are Br[CH2:2][C:3]1[CH:16]=[CH:15][CH:14]=[CH:13][C:4]=1[CH2:5][O:6][CH2:7][C@H:8]([NH2:12])[CH2:9][CH:10]=[CH2:11].C([O-])([O-])=O.[K+].[K+]. The catalyst is CCO. The product is [CH2:9]([C@H:8]1[NH:12][CH2:2][C:3]2[CH:16]=[CH:15][CH:14]=[CH:13][C:4]=2[CH2:5][O:6][CH2:7]1)[CH:10]=[CH2:11]. The yield is 0.840. (5) The reactants are [F:1][C:2]([F:39])([F:38])[C:3]1[CH:4]=[C:5]([CH:31]=[C:32]([C:34]([F:37])([F:36])[F:35])[CH:33]=1)[CH2:6][N:7]([CH2:14][C:15]1[CH:20]=[C:19]([C:21]([F:24])([F:23])[F:22])[CH:18]=[CH:17][C:16]=1[C:25]([CH:27]1[CH2:30][CH2:29][CH2:28]1)=[O:26])[C:8]1[N:9]=[N:10][N:11]([CH3:13])[N:12]=1.[CH3:40][Mg]Br. The catalyst is O1CCCC1. The product is [F:39][C:2]([F:1])([F:38])[C:3]1[CH:4]=[C:5]([CH:31]=[C:32]([C:34]([F:35])([F:36])[F:37])[CH:33]=1)[CH2:6][N:7]([CH2:14][C:15]1[CH:20]=[C:19]([C:21]([F:24])([F:23])[F:22])[CH:18]=[CH:17][C:16]=1[C:25]([CH:27]1[CH2:28][CH2:29][CH2:30]1)([OH:26])[CH3:40])[C:8]1[N:9]=[N:10][N:11]([CH3:13])[N:12]=1. The yield is 0.760. (6) The reactants are [CH3:1][N:2]([CH3:12])[C:3]1[CH:4]=[C:5]([CH:9]=[CH:10][CH:11]=1)C(O)=O.C([N:15]([CH2:18]C)CC)C.C1(P(N=[N+]=[N-])(C2C=CC=CC=2)=[O:27])C=CC=CC=1.[C:37]1([C:43]2[N:47]=[C:46]([N:48]3[CH2:53][CH2:52][NH:51][CH2:50][CH2:49]3)[S:45][N:44]=2)[CH:42]=[CH:41][CH:40]=[CH:39][CH:38]=1. The catalyst is C1(C)C=CC=CC=1.O. The product is [CH3:12][N:2]([CH3:1])[C:3]1[CH:4]=[C:5]([NH:15][C:18]([N:51]2[CH2:52][CH2:53][N:48]([C:46]3[S:45][N:44]=[C:43]([C:37]4[CH:38]=[CH:39][CH:40]=[CH:41][CH:42]=4)[N:47]=3)[CH2:49][CH2:50]2)=[O:27])[CH:9]=[CH:10][CH:11]=1. The yield is 0.421. (7) The reactants are C(OC(=O)C)(=[O:3])C.[C:8]([O:11][CH:12]1[CH2:17][CH2:16][CH:15]([C:18](=[O:37])[CH2:19][N:20]2[C:29]3[C:24](=[CH:25][N+:26]([O-])=[CH:27][CH:28]=3)[C:23]3[CH:31]=[C:32]([F:35])[CH:33]=[CH:34][C:22]=3[C:21]2=[O:36])[CH2:14][CH2:13]1)(=[O:10])[CH3:9].O. The yield is 0.760. The product is [C:8]([O:11][CH:12]1[CH2:17][CH2:16][CH:15]([C:18](=[O:37])[CH2:19][N:20]2[C:29]3[CH:28]=[CH:27][NH:26][C:25](=[O:3])[C:24]=3[C:23]3[CH:31]=[C:32]([F:35])[CH:33]=[CH:34][C:22]=3[C:21]2=[O:36])[CH2:14][CH2:13]1)(=[O:10])[CH3:9]. No catalyst specified.